From a dataset of CYP3A4 inhibition data for predicting drug metabolism from PubChem BioAssay. Regression/Classification. Given a drug SMILES string, predict its absorption, distribution, metabolism, or excretion properties. Task type varies by dataset: regression for continuous measurements (e.g., permeability, clearance, half-life) or binary classification for categorical outcomes (e.g., BBB penetration, CYP inhibition). Dataset: cyp3a4_veith. (1) The molecule is Fc1ccc(Nc2nc(-c3cccnc3)nc3ccccc23)cc1. The result is 1 (inhibitor). (2) The drug is CN(C)c1ccc(C2N([C@H](C#N)c3ccc(N(C)C)cc3)CCCN2[C@@H](C#N)c2ccc(N(C)C)cc2)cc1. The result is 0 (non-inhibitor).